This data is from Full USPTO retrosynthesis dataset with 1.9M reactions from patents (1976-2016). The task is: Predict the reactants needed to synthesize the given product. (1) Given the product [F:1][C:2]1[CH:3]=[C:4]([CH:5]=[CH2:23])[CH:7]=[CH:8][C:9]=1[O:10][C:11]1[CH:12]=[N:13][C:14]([C:17]([F:20])([F:19])[F:18])=[N:15][CH:16]=1, predict the reactants needed to synthesize it. The reactants are: [F:1][C:2]1[CH:3]=[C:4]([CH:7]=[CH:8][C:9]=1[O:10][C:11]1[CH:12]=[N:13][C:14]([C:17]([F:20])([F:19])[F:18])=[N:15][CH:16]=1)[CH:5]=O.[H-].[Na+].[CH2:23]1COCC1. (2) Given the product [F:11][C:8]1[N:7]=[C:6]([C:12]#[N:13])[C:5](=[O:4])[NH:10][CH:9]=1, predict the reactants needed to synthesize it. The reactants are: C([O:4][C:5]1[C:6]([C:12]#[N:13])=[N:7][C:8]([F:11])=[CH:9][N:10]=1)C=C.[Cl-].[Al+3].[Cl-].[Cl-].O. (3) Given the product [F:23][C:20]1[CH:21]=[CH:22][C:17]([C:15]2[O:16][C:12]3[CH:11]=[CH:10][C:9]([C:5]4[CH:6]=[CH:7][CH:8]=[C:3]([C:1]5[O:32][CH2:31][C@@H:30]([CH:33]([CH3:35])[CH3:34])[N:2]=5)[CH:4]=4)=[CH:28][C:13]=3[C:14]=2[C:24]([NH:26][CH3:27])=[O:25])=[CH:18][CH:19]=1, predict the reactants needed to synthesize it. The reactants are: [C:1]([C:3]1[CH:4]=[C:5]([C:9]2[CH:10]=[CH:11][C:12]3[O:16][C:15]([C:17]4[CH:22]=[CH:21][C:20]([F:23])=[CH:19][CH:18]=4)=[C:14]([C:24]([NH:26][CH3:27])=[O:25])[C:13]=3[CH:28]=2)[CH:6]=[CH:7][CH:8]=1)#[N:2].N[C@H:30]([CH:33]([CH3:35])[CH3:34])[CH2:31][OH:32]. (4) Given the product [CH3:1][S:2][C:3]1[CH:8]=[CH:7][C:6]([CH2:9][C:10]2[C:11](=[O:12])[NH:19][NH:20][C:16]=2[CH3:17])=[CH:5][CH:4]=1, predict the reactants needed to synthesize it. The reactants are: [CH3:1][S:2][C:3]1[CH:8]=[CH:7][C:6]([CH2:9][CH:10]([C:16](=O)[CH3:17])[C:11](OCC)=[O:12])=[CH:5][CH:4]=1.[NH2:19][NH2:20]. (5) Given the product [F:28][C:2]([F:1])([F:27])[C:3]1[CH:4]=[C:5]([CH:20]=[C:21]([C:23]([F:24])([F:25])[F:26])[CH:22]=1)[CH2:6][O:7][C@H:8]1[O:13][CH2:12][CH2:11][N:10]([CH2:30][CH2:31][CH2:32][CH2:33][CH2:34][C:35]([O:37][CH3:38])=[O:36])[C@@H:9]1[C:14]1[CH:19]=[CH:18][CH:17]=[CH:16][CH:15]=1, predict the reactants needed to synthesize it. The reactants are: [F:1][C:2]([F:28])([F:27])[C:3]1[CH:4]=[C:5]([CH:20]=[C:21]([C:23]([F:26])([F:25])[F:24])[CH:22]=1)[CH2:6][O:7][C@H:8]1[O:13][CH2:12][CH2:11][NH:10][C@@H:9]1[C:14]1[CH:19]=[CH:18][CH:17]=[CH:16][CH:15]=1.Br[CH2:30][CH2:31][CH2:32][CH2:33][CH2:34][C:35]([O:37][CH3:38])=[O:36].C([O-])([O-])=O.[K+].[K+]. (6) Given the product [CH:15]([C:2]1[N:7]=[C:6]([C:8]([O:10][CH3:11])=[O:9])[C:5]([O:12][CH2:13][CH3:14])=[CH:4][CH:3]=1)=[CH2:16], predict the reactants needed to synthesize it. The reactants are: Br[C:2]1[N:7]=[C:6]([C:8]([O:10][CH3:11])=[O:9])[C:5]([O:12][CH2:13][CH3:14])=[CH:4][CH:3]=1.[CH3:15][CH2:16]CC[Sn](C=C)(CCCC)CCCC. (7) Given the product [CH2:1]([C:3]1[CH:8]=[CH:7][CH:6]=[C:5]([OH:9])[N:4]=1)[CH3:2], predict the reactants needed to synthesize it. The reactants are: [CH2:1]([C:3]1[CH:8]=[CH:7][CH:6]=[C:5]([O:9]C)[N:4]=1)[CH3:2].Br.C([O-])(O)=O.[Na+]. (8) Given the product [Cl:2][C:3]1[CH:4]=[C:5]2[C:9](=[CH:10][CH:11]=1)[NH:8][CH:7]=[C:6]2[CH2:12][CH2:13][NH:14][C:21]([C:20]1[S:19][C:18]([C:24]2[CH:29]=[N:28][CH:27]=[CH:26][N:25]=2)=[N:17][C:16]=1[CH3:15])=[O:22], predict the reactants needed to synthesize it. The reactants are: Cl.[Cl:2][C:3]1[CH:4]=[C:5]2[C:9](=[CH:10][CH:11]=1)[NH:8][CH:7]=[C:6]2[CH2:12][CH2:13][NH2:14].[CH3:15][C:16]1[N:17]=[C:18]([C:24]2[CH:29]=[N:28][CH:27]=[CH:26][N:25]=2)[S:19][C:20]=1[C:21](Cl)=[O:22].C(N(CC)CC)C.C(OCC)(=O)C. (9) Given the product [CH2:24]([S:28]([NH:31][C:12](=[O:14])[CH2:11][CH2:10][C:9]1[N:5]([CH2:4][C:3]2[CH:19]=[CH:20][C:21]([Cl:23])=[CH:22][C:2]=2[Cl:1])[N:6]=[C:7]([O:15][CH:16]([CH3:18])[CH3:17])[CH:8]=1)(=[O:30])=[O:29])[CH2:25][CH2:26][CH3:27], predict the reactants needed to synthesize it. The reactants are: [Cl:1][C:2]1[CH:22]=[C:21]([Cl:23])[CH:20]=[CH:19][C:3]=1[CH2:4][N:5]1[C:9]([CH2:10][CH2:11][C:12]([OH:14])=O)=[CH:8][C:7]([O:15][CH:16]([CH3:18])[CH3:17])=[N:6]1.[CH2:24]([S:28]([NH2:31])(=[O:30])=[O:29])[CH2:25][CH2:26][CH3:27].N12CCCN=C1CCCCC2. (10) Given the product [C:1]([O:5][C:6]([N:8]1[CH2:13][CH2:12][CH:11]([CH2:14][N:15]([C:21]2[N:20]=[N:19][C:18]([Cl:17])=[CH:23][CH:22]=2)[CH3:16])[CH2:10][CH2:9]1)=[O:7])([CH3:4])([CH3:3])[CH3:2], predict the reactants needed to synthesize it. The reactants are: [C:1]([O:5][C:6]([N:8]1[CH2:13][CH2:12][CH:11]([CH2:14][NH:15][CH3:16])[CH2:10][CH2:9]1)=[O:7])([CH3:4])([CH3:3])[CH3:2].[Cl:17][C:18]1[N:19]=[N:20][C:21](Cl)=[CH:22][CH:23]=1.